From a dataset of Full USPTO retrosynthesis dataset with 1.9M reactions from patents (1976-2016). Predict the reactants needed to synthesize the given product. (1) Given the product [CH3:1][N:2]([CH:3]([C:7]1[CH:8]=[N:9][CH:10]=[CH:11][C:12]=1[C:13]([F:15])([F:14])[F:16])[CH:4]([CH3:6])[CH3:5])[C:30](=[O:31])[CH2:29][C:23]1[CH:28]=[CH:27][CH:26]=[CH:25][CH:24]=1, predict the reactants needed to synthesize it. The reactants are: [CH3:1][NH:2][CH:3]([C:7]1[CH:8]=[N:9][CH:10]=[CH:11][C:12]=1[C:13]([F:16])([F:15])[F:14])[CH:4]([CH3:6])[CH3:5].C(=O)([O-])[O-].[K+].[K+].[C:23]1([CH2:29][C:30](Cl)=[O:31])[CH:28]=[CH:27][CH:26]=[CH:25][CH:24]=1. (2) Given the product [F:12][C:9]([F:10])([F:11])[C:7]1[CH:6]=[C:5]([C@H:13]([O:15][C@H:16]2[CH2:24][CH2:23][C@H:22]3[C@@H:18]([CH2:19][N:20]([C:34]4[CH2:38][CH2:37][C:36](=[O:39])[CH:35]=4)[CH2:21]3)[C@@H:17]2[C:25]2[CH:30]=[CH:29][CH:28]=[CH:27][C:26]=2[CH3:31])[CH3:14])[CH:4]=[C:3]([C:2]([F:1])([F:32])[F:33])[CH:8]=1, predict the reactants needed to synthesize it. The reactants are: [F:1][C:2]([F:33])([F:32])[C:3]1[CH:4]=[C:5]([C@H:13]([O:15][C@H:16]2[CH2:24][CH2:23][C@H:22]3[C@@H:18]([CH2:19][NH:20][CH2:21]3)[C@@H:17]2[C:25]2[CH:30]=[CH:29][CH:28]=[CH:27][C:26]=2[CH3:31])[CH3:14])[CH:6]=[C:7]([C:9]([F:12])([F:11])[F:10])[CH:8]=1.[C:34]1(=O)[CH2:38][CH2:37][C:36](=[O:39])[CH2:35]1. (3) Given the product [CH2:1]([C:3]1[N:7]([C:8]2[N:16]=[C:15]3[C:11]([N:12]=[C:13]([CH2:18][N:37]4[CH2:38][CH:35]([C:33]([N:32]([CH3:39])[CH3:31])=[O:34])[CH2:36]4)[N:14]3[CH3:17])=[C:10]([N:20]3[CH2:21][CH2:22][O:23][CH2:24][CH2:25]3)[N:9]=2)[C:6]2[CH:26]=[CH:27][CH:28]=[CH:29][C:5]=2[N:4]=1)[CH3:2], predict the reactants needed to synthesize it. The reactants are: [CH2:1]([C:3]1[N:7]([C:8]2[N:16]=[C:15]3[C:11]([N:12]=[C:13]([CH:18]=O)[N:14]3[CH3:17])=[C:10]([N:20]3[CH2:25][CH2:24][O:23][CH2:22][CH2:21]3)[N:9]=2)[C:6]2[CH:26]=[CH:27][CH:28]=[CH:29][C:5]=2[N:4]=1)[CH3:2].Cl.[CH3:31][N:32]([CH3:39])[C:33]([CH:35]1[CH2:38][NH:37][CH2:36]1)=[O:34].C(O[BH-](OC(=O)C)OC(=O)C)(=O)C.[Na+]. (4) Given the product [CH2:35]([N:37]([CH2:41][CH3:42])[CH2:38][CH2:39][NH:40][C:5]1[N:6]=[C:7]([C:22]2[CH:23]=[CH:24][CH:25]=[CH:26][CH:27]=2)[C:8]2[CH:14]=[CH:13][C:12](=[O:15])[N:11]([C:16]3[CH:21]=[CH:20][CH:19]=[CH:18][CH:17]=3)[C:9]=2[N:10]=1)[CH3:36], predict the reactants needed to synthesize it. The reactants are: CS([C:5]1[N:6]=[C:7]([C:22]2[CH:27]=[CH:26][CH:25]=[CH:24][CH:23]=2)[C:8]2[CH:14]=[CH:13][C:12](=[O:15])[N:11]([C:16]3[CH:21]=[CH:20][CH:19]=[CH:18][CH:17]=3)[C:9]=2[N:10]=1)(=O)=O.CN1C(=O)CCC1.[CH2:35]([N:37]([CH2:41][CH3:42])[CH2:38][CH2:39][NH2:40])[CH3:36].O. (5) Given the product [C:24]([NH:1][C:2]1[C:7]([F:8])=[C:6]([Cl:9])[N:5]=[C:4]([C:10]([O:12][CH3:13])=[O:11])[C:3]=1[Cl:14])(=[O:26])[CH3:25], predict the reactants needed to synthesize it. The reactants are: [NH2:1][C:2]1[C:7]([F:8])=[C:6]([Cl:9])[N:5]=[C:4]([C:10]([O:12][CH3:13])=[O:11])[C:3]=1[Cl:14].C(Cl)(Cl)Cl.S(=O)(=O)(O)O.[C:24](OC(=O)C)(=[O:26])[CH3:25]. (6) Given the product [OH2:22].[F:1][C:2]1[CH:7]=[C:6]([F:8])[CH:5]=[CH:4][C:3]=1[C:9]([OH:22])([CH2:16][N:17]1[CH:21]=[N:20][CH:19]=[N:18]1)[CH2:10][N:11]1[CH:15]=[N:14][CH:13]=[N:12]1, predict the reactants needed to synthesize it. The reactants are: [F:1][C:2]1[CH:7]=[C:6]([F:8])[CH:5]=[CH:4][C:3]=1[C:9]([O:22][Si](C)(C)C)([CH2:16][N:17]1[CH:21]=[N:20][CH:19]=[N:18]1)[CH2:10][N:11]1[CH:15]=[N:14][CH:13]=[N:12]1.CO.Cl. (7) Given the product [CH:8]1[CH:9]=[CH:10][C:11]2[N:12]([C:19]([NH2:21])=[O:20])[C:13]3[CH:14]=[CH:15][CH:16]=[CH:17][C:18]=3[C:4](=[O:3])[CH2:5][C:6]=2[CH:7]=1, predict the reactants needed to synthesize it. The reactants are: Cl.C[O:3][C:4]1[C:18]2[C:13](=[CH:14][CH:15]=[CH:16][CH:17]=2)[N:12]([C:19]([NH2:21])=[O:20])[C:11]2[C:6](=[CH:7][CH:8]=[CH:9][CH:10]=2)[CH:5]=1.